From a dataset of Forward reaction prediction with 1.9M reactions from USPTO patents (1976-2016). Predict the product of the given reaction. (1) Given the reactants C[C:2]1[N:6]2[C:7]3[CH:8]=[CH:9][C:10]([Cl:23])=[CH:11][C:12]=3[C:13]([C:16]3[CH:17]=[CH:18][CH:19]=[CH:20][C:21]=3[F:22])=[N:14][CH2:15][C:5]2=C[N:3]=1.NCC1CN=C(C2C=CC=CC=2F)C2C=C(Cl)C=CC=2N1.C(O[C:49](=[O:51])[CH3:50])(=O)C, predict the reaction product. The product is: [C:49]([NH:3][CH:2]1[CH2:15][N:14]=[C:13]([C:16]2[CH:17]=[CH:18][CH:19]=[CH:20][C:21]=2[F:22])[C:12]2[CH:11]=[C:10]([Cl:23])[CH:9]=[CH:8][C:7]=2[N:6]1[CH3:5])(=[O:51])[CH3:50]. (2) Given the reactants [CH:1]([C:3]1[CH:8]=[CH:7][C:6](OS(C2C=CC(C)=CC=2)(=O)=O)=[CH:5][CH:4]=1)=[O:2].[CH2:20]([C:25]1[CH:30]=[CH:29][CH:28]=[CH:27][CH:26]=1)[CH2:21][CH2:22][C:23]#[CH:24], predict the reaction product. The product is: [C:25]1([CH2:20][CH2:21][CH2:22][C:23]#[C:24][C:6]2[CH:5]=[CH:4][C:3]([CH:1]=[O:2])=[CH:8][CH:7]=2)[CH:30]=[CH:29][CH:28]=[CH:27][CH:26]=1.